Dataset: Full USPTO retrosynthesis dataset with 1.9M reactions from patents (1976-2016). Task: Predict the reactants needed to synthesize the given product. (1) Given the product [CH3:22][O:11][C:10](=[O:12])[C@@H:9]([NH:8][C:6]([O:5][C:1]([CH3:3])([CH3:4])[CH3:2])=[O:7])[CH2:13][C:14]1[CH:19]=[CH:18][C:17]([O:20][CH3:21])=[CH:16][CH:15]=1, predict the reactants needed to synthesize it. The reactants are: [C:1]([O:5][C:6]([NH:8][C@@H:9]([CH2:13][C:14]1[CH:19]=[CH:18][C:17]([O:20][CH3:21])=[CH:16][CH:15]=1)[C:10]([OH:12])=[O:11])=[O:7])([CH3:4])([CH3:3])[CH3:2].[CH3:22][Si](C=[N+]=[N-])(C)C. (2) Given the product [CH3:16][O:17][C:18]1[CH:19]=[C:20]([N:26]2[CH2:27][CH2:28][N:29]([C:13]([C:4]3[S:3][C:2]([OH:1])=[N:6][C:5]=3[C:7]3[CH:8]=[CH:9][CH:10]=[CH:11][CH:12]=3)=[O:15])[CH2:30][CH2:31]2)[CH:21]=[C:22]([O:24][CH3:25])[CH:23]=1, predict the reactants needed to synthesize it. The reactants are: [OH:1][C:2]1[S:3][C:4]([C:13]([OH:15])=O)=[C:5]([C:7]2[CH:12]=[CH:11][CH:10]=[CH:9][CH:8]=2)[N:6]=1.[CH3:16][O:17][C:18]1[CH:19]=[C:20]([N:26]2[CH2:31][CH2:30][NH:29][CH2:28][CH2:27]2)[CH:21]=[C:22]([O:24][CH3:25])[CH:23]=1.Cl.CN(C)CCCN=C=NCC.O.ON1C2C=CC=CC=2N=N1. (3) Given the product [NH2:1][N:2]1[C:6]([C:7]([OH:9])=[O:8])=[CH:5][N:4]=[C:3]1[CH:11]([CH3:13])[CH3:12], predict the reactants needed to synthesize it. The reactants are: [NH2:1][N:2]1[C:6]([C:7]([O:9]C)=[O:8])=[CH:5][N:4]=[C:3]1[CH:11]([CH3:13])[CH3:12].[OH-].[Na+]. (4) The reactants are: Cl[C:2]1[N:11]=[C:10]2[C:5]([C:6](=[O:28])[C:7]([C:23]([O:25][CH2:26][CH3:27])=[O:24])=[CH:8][N:9]2[CH2:12][C:13]2[CH:18]=[CH:17][C:16]([O:19][CH3:20])=[CH:15][C:14]=2[O:21][CH3:22])=[CH:4][C:3]=1F.N1([CH2:36][OH:37])CCCCC1.[CH:38](N(C(C)C)CC)([CH3:40])[CH3:39].O.[C:48](#[N:50])[CH3:49]. Given the product [CH3:22][O:21][C:14]1[CH:15]=[C:16]([O:19][CH3:20])[CH:17]=[CH:18][C:13]=1[CH2:12][N:9]1[C:10]2[C:5](=[CH:4][CH:3]=[C:2]([N:50]3[CH2:40][CH2:38][CH2:39][CH2:49][CH:48]3[CH2:36][OH:37])[N:11]=2)[C:6](=[O:28])[C:7]([C:23]([O:25][CH2:26][CH3:27])=[O:24])=[CH:8]1, predict the reactants needed to synthesize it. (5) Given the product [C:34]([O:15][N:14]=[C:12]([CH2:11][O:10][CH2:9][CH2:8][CH2:7][CH2:6][CH2:5][O:4][C:3]1[C:2]([Cl:1])=[CH:19][C:18]([O:20][CH2:21][CH:22]=[C:23]([Cl:25])[Cl:24])=[CH:17][C:16]=1[Cl:26])[CH3:13])(=[O:36])[CH3:35], predict the reactants needed to synthesize it. The reactants are: [Cl:1][C:2]1[CH:19]=[C:18]([O:20][CH2:21][CH:22]=[C:23]([Cl:25])[Cl:24])[CH:17]=[C:16]([Cl:26])[C:3]=1[O:4][CH2:5][CH2:6][CH2:7][CH2:8][CH2:9][O:10][CH2:11][C:12](=[N:14][OH:15])[CH3:13].C(N(CC)CC)C.[C:34](OC(=O)C)(=[O:36])[CH3:35].Cl. (6) Given the product [F:1][C:2]1[CH:3]=[CH:4][C:5]([C:8]2[C:17]([CH3:18])=[CH:16][C:11]3[C:10](=[CH:15][CH:14]=[C:13]([O:19][CH3:20])[CH:12]=3)[C:9]=2[O:21][C:22]2[CH:40]=[CH:39][C:36]([CH:37]=[O:38])=[CH:35][CH:34]=2)=[CH:6][CH:7]=1, predict the reactants needed to synthesize it. The reactants are: [F:1][C:2]1[CH:7]=[CH:6][C:5]([C:8]2[C:17]([CH3:18])=[CH:16][C:15]3[C:10](=[CH:11][CH:12]=[C:13]([O:19][CH3:20])[CH:14]=3)[C:9]=2[O:21][CH2:22]OC)=[CH:4][CH:3]=1.Cl.O1CCOCC1.FC1[CH:40]=[CH:39][C:36]([CH:37]=[O:38])=[CH:35][CH:34]=1.C([O-])([O-])=O.[Cs+].[Cs+]. (7) Given the product [CH2:1]([C:3]1[CH:4]=[CH:5][C:6]([C@@H:9]([O:13][C:14]2[CH:15]=[C:16]3[C:20](=[CH:21][CH:22]=2)[N:19]([C:23]2[CH:24]=[CH:25][C:26]([F:29])=[CH:27][CH:28]=2)[N:18]=[CH:17]3)[C@@H:10]([NH:12][C:32](=[O:33])[C:31]([F:42])([F:41])[F:30])[CH3:11])=[CH:7][CH:8]=1)[CH3:2], predict the reactants needed to synthesize it. The reactants are: [CH2:1]([C:3]1[CH:8]=[CH:7][C:6]([C@@H:9]([O:13][C:14]2[CH:15]=[C:16]3[C:20](=[CH:21][CH:22]=2)[N:19]([C:23]2[CH:28]=[CH:27][C:26]([F:29])=[CH:25][CH:24]=2)[N:18]=[CH:17]3)[C@@H:10]([NH2:12])[CH3:11])=[CH:5][CH:4]=1)[CH3:2].[F:30][C:31]([F:42])([F:41])[C:32](O[C:32](=[O:33])[C:31]([F:42])([F:41])[F:30])=[O:33].